From a dataset of Catalyst prediction with 721,799 reactions and 888 catalyst types from USPTO. Predict which catalyst facilitates the given reaction. (1) Reactant: Br[C:2]1[CH:7]=[CH:6][C:5]([O:8][CH3:9])=[C:4]([N+:10]([O-:12])=[O:11])[CH:3]=1.[NH:13]1[CH2:18][CH2:17][O:16][CH2:15][CH2:14]1.C(=O)([O-])[O-].[Cs+].[Cs+].CC1(C)C2C=CC=C(P(C3C=CC=CC=3)C3C=CC=CC=3)C=2OC2C1=CC=CC=2P(C1C=CC=CC=1)C1C=CC=CC=1. Product: [CH3:9][O:8][C:5]1[CH:6]=[CH:7][C:2]([N:13]2[CH2:18][CH2:17][O:16][CH2:15][CH2:14]2)=[CH:3][C:4]=1[N+:10]([O-:12])=[O:11]. The catalyst class is: 160. (2) Reactant: Cl[C:2]1[N:7]=[CH:6][C:5]([C:8]([C:10]2[C:18]3[C:13](=[N:14][CH:15]=[CH:16][CH:17]=3)[NH:12][CH:11]=2)=[O:9])=[CH:4][CH:3]=1.[F:19][C:20]([F:30])([F:29])[C:21]1[CH:22]=[C:23]([CH2:27][OH:28])[CH:24]=[CH:25][CH:26]=1.[H-].[Na+]. Product: [NH:12]1[C:13]2=[N:14][CH:15]=[CH:16][CH:17]=[C:18]2[C:10]([C:8]([C:5]2[CH:6]=[N:7][C:2]([O:28][CH2:27][C:23]3[CH:24]=[CH:25][CH:26]=[C:21]([C:20]([F:19])([F:29])[F:30])[CH:22]=3)=[CH:3][CH:4]=2)=[O:9])=[CH:11]1. The catalyst class is: 16. (3) Reactant: [CH3:1][O:2][C:3]1[C:4]2[CH:11]=[CH:10][N:9]([C@@H:12]3[O:17][C@H:16]([CH2:18][OH:19])[C@H:14]4[O:15][C@@H:13]34)[C:5]=2[N:6]=[CH:7][N:8]=1. Product: [CH3:1][O:2][C:3]1[C:4]2[CH:11]=[CH:10][N:9]([C@@H:12]3[O:17][C@H:16]([CH2:18][OH:19])[CH2:14][C@H:13]3[OH:15])[C:5]=2[N:6]=[CH:7][N:8]=1. The catalyst class is: 1.